Task: Regression. Given two drug SMILES strings and cell line genomic features, predict the synergy score measuring deviation from expected non-interaction effect.. Dataset: NCI-60 drug combinations with 297,098 pairs across 59 cell lines (1) Drug 1: CCN(CC)CCCC(C)NC1=C2C=C(C=CC2=NC3=C1C=CC(=C3)Cl)OC. Drug 2: CCC1(C2=C(COC1=O)C(=O)N3CC4=CC5=C(C=CC(=C5CN(C)C)O)N=C4C3=C2)O.Cl. Cell line: SNB-19. Synergy scores: CSS=48.9, Synergy_ZIP=0.490, Synergy_Bliss=-0.380, Synergy_Loewe=-55.3, Synergy_HSA=-2.77. (2) Drug 1: CC(C1=C(C=CC(=C1Cl)F)Cl)OC2=C(N=CC(=C2)C3=CN(N=C3)C4CCNCC4)N. Drug 2: CNC(=O)C1=CC=CC=C1SC2=CC3=C(C=C2)C(=NN3)C=CC4=CC=CC=N4. Cell line: SK-MEL-2. Synergy scores: CSS=6.83, Synergy_ZIP=2.72, Synergy_Bliss=13.6, Synergy_Loewe=9.57, Synergy_HSA=9.86. (3) Drug 1: CN(C)C1=NC(=NC(=N1)N(C)C)N(C)C. Drug 2: C1=NC2=C(N1)C(=S)N=C(N2)N. Cell line: NCI-H522. Synergy scores: CSS=17.7, Synergy_ZIP=-9.61, Synergy_Bliss=-2.21, Synergy_Loewe=-27.8, Synergy_HSA=-3.35. (4) Drug 1: CN(CCCl)CCCl.Cl. Drug 2: C1C(C(OC1N2C=NC(=NC2=O)N)CO)O. Cell line: TK-10. Synergy scores: CSS=19.4, Synergy_ZIP=-6.00, Synergy_Bliss=1.08, Synergy_Loewe=-1.48, Synergy_HSA=-0.0149. (5) Drug 1: CC(CN1CC(=O)NC(=O)C1)N2CC(=O)NC(=O)C2. Drug 2: CC1=C(C(=CC=C1)Cl)NC(=O)C2=CN=C(S2)NC3=CC(=NC(=N3)C)N4CCN(CC4)CCO. Cell line: TK-10. Synergy scores: CSS=40.4, Synergy_ZIP=-2.88, Synergy_Bliss=-1.99, Synergy_Loewe=-24.8, Synergy_HSA=-0.377. (6) Drug 1: CC1=C(C=C(C=C1)NC(=O)C2=CC=C(C=C2)CN3CCN(CC3)C)NC4=NC=CC(=N4)C5=CN=CC=C5. Drug 2: C1=NC2=C(N1)C(=S)N=CN2. Cell line: BT-549. Synergy scores: CSS=25.5, Synergy_ZIP=-0.737, Synergy_Bliss=-0.336, Synergy_Loewe=-20.8, Synergy_HSA=0.801.